From a dataset of Catalyst prediction with 721,799 reactions and 888 catalyst types from USPTO. Predict which catalyst facilitates the given reaction. Reactant: [CH2:1]([N:5]1[CH:10]=[CH:9][C:8]([CH3:12])([CH3:11])[CH2:7][CH2:6]1)[CH:2]([CH3:4])[CH3:3].C(N(CC)CC)C.[C:20]1([CH:26]([C:30]2[CH:35]=[CH:34][CH:33]=[CH:32][CH:31]=2)[C:27](Cl)=[O:28])[CH:25]=[CH:24][CH:23]=[CH:22][CH:21]=1. Product: [CH2:1]([N:5]1[CH2:6][CH2:7][C:8]([CH3:12])([CH3:11])[C:9]([C:27](=[O:28])[CH:26]([C:20]2[CH:25]=[CH:24][CH:23]=[CH:22][CH:21]=2)[C:30]2[CH:35]=[CH:34][CH:33]=[CH:32][CH:31]=2)=[CH:10]1)[CH:2]([CH3:4])[CH3:3]. The catalyst class is: 2.